Binary Classification. Given a miRNA mature sequence and a target amino acid sequence, predict their likelihood of interaction. From a dataset of Experimentally validated miRNA-target interactions with 360,000+ pairs, plus equal number of negative samples. The miRNA is rno-miR-23b-3p with sequence AUCACAUUGCCAGGGAUUACC. The protein sequence of the target gene is MYSMMMETDLHSPGGAQAPTNLSGPAGAGGGGGGGGGGGGGGGTKANQDRVKRPMNAFMVWSRGQRRKMAQENPKMHNSEISKRLGAEWKVMSEAEKRPFIDEAKRLRALHMKEHPDYKYRPRRKTKTLLKKDKYSLAGGLLAAGAGGGGAAVAMGVGVGVGAAAVGQRLESPGGAAGGGYAHVNGWANGAYPGSVAAAAAAAAMMQEAQLAYGQHPGAGGAHPHAHPAHPHPHHPHAHPHNPQPMHRYDMGALQYSPISNSQGYMSASPSGYGGIPYGAAAAAAAAAGGAHQNSAVAAA.... Result: 0 (no interaction).